This data is from Forward reaction prediction with 1.9M reactions from USPTO patents (1976-2016). The task is: Predict the product of the given reaction. (1) Given the reactants [CH3:1][O:2][C:3]1[CH:8]=[CH:7][C:6]([N:9]2[C:17](=[O:18])[C:16]3[C@@H:15]4[C:19]([CH3:21])([CH3:20])[C@@:12]([CH3:22])([CH2:13][CH2:14]4)[C:11]=3[NH:10]2)=[CH:5][CH:4]=1.[CH2:23](Br)[C:24]1[CH:29]=[CH:28][CH:27]=[CH:26][CH:25]=1, predict the reaction product. The product is: [CH2:23]([N:10]1[C:11]2[C@@:12]3([CH3:22])[C:19]([CH3:21])([CH3:20])[C@H:15]([CH2:14][CH2:13]3)[C:16]=2[C:17](=[O:18])[N:9]1[C:6]1[CH:5]=[CH:4][C:3]([O:2][CH3:1])=[CH:8][CH:7]=1)[C:24]1[CH:29]=[CH:28][CH:27]=[CH:26][CH:25]=1. (2) Given the reactants [Cl:1][C:2]1[CH:3]=[C:4]([CH:8]=[CH:9][N:10]=1)[C:5](O)=[O:6].S(Cl)([Cl:13])=O, predict the reaction product. The product is: [Cl:1][C:2]1[CH:3]=[C:4]([CH:8]=[CH:9][N:10]=1)[C:5]([Cl:13])=[O:6]. (3) Given the reactants N[C:2]1[CH:3]=[C:4]([CH:7]=[CH:8][C:9]=1[OH:10])[C:5]#[N:6].N(OC(C)(C)C)=O.[CH3:18][S:19]SC, predict the reaction product. The product is: [OH:10][C:9]1[CH:8]=[CH:7][C:4]([C:5]#[N:6])=[CH:3][C:2]=1[S:19][CH3:18]. (4) Given the reactants [NH2:1][C:2]1[N:3]([CH2:16][C:17]2([OH:21])[CH2:20][CH2:19][CH2:18]2)[C:4]2[C:13]3[CH:12]=[CH:11][CH:10]=[CH:9][C:8]=3[N:7]=[C:6](Cl)[C:5]=2[N:15]=1.[NH3:22], predict the reaction product. The product is: [NH2:1][C:2]1[N:3]([CH2:16][C:17]2([OH:21])[CH2:20][CH2:19][CH2:18]2)[C:4]2[C:13]3[CH:12]=[CH:11][CH:10]=[CH:9][C:8]=3[N:7]=[C:6]([NH2:22])[C:5]=2[N:15]=1.